Dataset: Catalyst prediction with 721,799 reactions and 888 catalyst types from USPTO. Task: Predict which catalyst facilitates the given reaction. Reactant: [C-:1]#[N:2].[Na+].[C:4]([O:8][C:9]([N:11]1[CH2:15][CH:14]=[CH:13][C@H:12]1[CH2:16]OS(C)(=O)=O)=[O:10])([CH3:7])([CH3:6])[CH3:5].ClCCl.O. Product: [C:4]([O:8][C:9]([N:11]1[CH2:15][CH:14]=[CH:13][C@@H:12]1[CH2:16][C:1]#[N:2])=[O:10])([CH3:7])([CH3:6])[CH3:5]. The catalyst class is: 16.